Dataset: Full USPTO retrosynthesis dataset with 1.9M reactions from patents (1976-2016). Task: Predict the reactants needed to synthesize the given product. (1) Given the product [CH3:1][N:2]1[CH2:3][CH2:4][N:5]([C:8]([O:10][C:11]2[C:12]3[CH:25]=[CH:24][CH:23]=[CH:22][C:13]=3[C:14]3[C@H:15]([CH2:20][Cl:21])[CH2:16][N:17]([C:56](=[O:57])[CH2:55][CH2:54][CH2:53][C:52]([N:30]4[C:31]5[CH:32]=[C:33]([O:41][CH2:42][C:43]6[CH:48]=[CH:47][C:46]([N+:49]([O-:51])=[O:50])=[CH:45][CH:44]=6)[C:34]6[CH:40]=[CH:39][CH:38]=[CH:37][C:35]=6[C:36]=5[C@H:28]([CH2:27][Cl:26])[CH2:29]4)=[O:59])[C:18]=3[CH:19]=2)=[O:9])[CH2:6][CH2:7]1, predict the reactants needed to synthesize it. The reactants are: [CH3:1][N:2]1[CH2:7][CH2:6][N:5]([C:8]([O:10][C:11]2[C:12]3[CH:25]=[CH:24][CH:23]=[CH:22][C:13]=3[C:14]3[C@H:15]([CH2:20][Cl:21])[CH2:16][NH:17][C:18]=3[CH:19]=2)=[O:9])[CH2:4][CH2:3]1.[Cl:26][CH2:27][C@H:28]1[C:36]2[C:35]3[CH:37]=[CH:38][CH:39]=[CH:40][C:34]=3[C:33]([O:41][CH2:42][C:43]3[CH:48]=[CH:47][C:46]([N+:49]([O-:51])=[O:50])=[CH:45][CH:44]=3)=[CH:32][C:31]=2[N:30]([C:52](=[O:59])[CH2:53][CH2:54][CH2:55][C:56](O)=[O:57])[CH2:29]1.Cl.CN(C)CCCN=C=NCC. (2) Given the product [CH:2]([C:3]1[CH:4]=[C:5]([NH2:6])[N:9]([C:11]2[CH:16]=[N:15][C:14]([O:17][CH3:18])=[CH:13][CH:12]=2)[N:10]=1)([CH3:8])[CH3:1], predict the reactants needed to synthesize it. The reactants are: [CH3:1][CH:2]([CH3:8])[C:3](=O)[CH2:4][C:5]#[N:6].[NH:9]([C:11]1[CH:12]=[CH:13][C:14]([O:17][CH3:18])=[N:15][CH:16]=1)[NH2:10]. (3) The reactants are: [O:1]=[C:2]1[C:10]2[C:5](=[CH:6][C:7]([C:11]3[CH:18]=[CH:17][C:14]([C:15]#[N:16])=[CH:13][CH:12]=3)=[CH:8][CH:9]=2)[CH2:4][CH2:3]1.[BH4-].[Na+]. Given the product [OH:1][CH:2]1[C:10]2[C:5](=[CH:6][C:7]([C:11]3[CH:12]=[CH:13][C:14]([C:15]#[N:16])=[CH:17][CH:18]=3)=[CH:8][CH:9]=2)[CH2:4][CH2:3]1, predict the reactants needed to synthesize it. (4) Given the product [CH2:13]([O:20][C:21]1[CH:26]=[C:25]([F:27])[CH:24]=[CH:23][C:22]=1[C:28]1[C:33]([F:34])=[CH:32][N:31]=[C:30]([NH:35][C:36]2[CH:37]=[C:38]([CH:39]=[CH:40][CH:41]=2)[CH2:42][S:43](=[N:47][C:46]#[N:45])[CH3:44])[N:29]=1)[C:14]1[CH:19]=[CH:18][CH:17]=[CH:16][CH:15]=1, predict the reactants needed to synthesize it. The reactants are: BrN1C(=O)C2C(=CC=CC=2)C1=O.[CH2:13]([O:20][C:21]1[CH:26]=[C:25]([F:27])[CH:24]=[CH:23][C:22]=1[C:28]1[C:33]([F:34])=[CH:32][N:31]=[C:30]([NH:35][C:36]2[CH:41]=[CH:40][CH:39]=[C:38]([CH2:42][S:43][CH3:44])[CH:37]=2)[N:29]=1)[C:14]1[CH:19]=[CH:18][CH:17]=[CH:16][CH:15]=1.[N:45]#[C:46][NH2:47].CC([O-])(C)C.[K+]. (5) The reactants are: [OH:1][C:2]1[C:7]([CH2:8][NH:9][C:10](=[O:26])[C:11]2[CH:16]=[CH:15][C:14]([CH:17]([N:19]3[CH:24]=[CH:23][CH:22]=[CH:21][C:20]3=[O:25])[CH3:18])=[CH:13][CH:12]=2)=[C:6]([CH3:27])[CH:5]=[C:4]([CH3:28])[N:3]=1. Given the product [OH:1][C:2]1[C:7]([CH2:8][NH:9][C:10](=[O:26])[C:11]2[CH:12]=[CH:13][C:14]([CH:17]([N:19]3[CH2:24][CH2:23][CH2:22][CH2:21][C:20]3=[O:25])[CH3:18])=[CH:15][CH:16]=2)=[C:6]([CH3:27])[CH:5]=[C:4]([CH3:28])[N:3]=1, predict the reactants needed to synthesize it.